This data is from Reaction yield outcomes from USPTO patents with 853,638 reactions. The task is: Predict the reaction yield, written as a fraction of the theoretical maximum amount of product (1.0 means a 100% yield; for example, 0.34 means a 34% yield). (1) The reactants are [OH:1][C:2]1[CH:14]=[C:13]2[C:5]([N:6]3[C:11](=[CH:12]2)[C:10](=[O:15])[NH:9][CH2:8][CH2:7]3)=[N:4][CH:3]=1.Br[CH2:17][CH2:18][CH2:19][Cl:20]. No catalyst specified. The product is [Cl:20][CH2:19][CH2:18][CH2:17][O:1][C:2]1[CH:14]=[C:13]2[C:5]([N:6]3[C:11](=[CH:12]2)[C:10](=[O:15])[NH:9][CH2:8][CH2:7]3)=[N:4][CH:3]=1. The yield is 0.800. (2) The reactants are [CH3:1]I.[CH2:3]([O:5][C:6](=[O:22])[C:7](=[C:13]([SH:21])[NH:14][C:15]1[CH:20]=[CH:19][CH:18]=[CH:17][CH:16]=1)[C:8]([O:10][CH2:11][CH3:12])=[O:9])[CH3:4].[Na]. The catalyst is CN(C=O)C. The product is [CH2:11]([O:10][C:8](=[O:9])[C:7](=[C:13]([S:21][CH3:1])[NH:14][C:15]1[CH:16]=[CH:17][CH:18]=[CH:19][CH:20]=1)[C:6]([O:5][CH2:3][CH3:4])=[O:22])[CH3:12]. The yield is 0.840. (3) The catalyst is ClCCl. The product is [Cl:4][C:14]1[C:15]([CH2:18][O:19][S:20]([CH3:23])(=[O:22])=[O:21])=[N:16][O:17][C:13]=1[C:9]1[CH:10]=[CH:11][CH:12]=[C:7]([Cl:6])[CH:8]=1. The yield is 0.970. The reactants are S(Cl)([Cl:4])(=O)=O.[Cl:6][C:7]1[CH:8]=[C:9]([C:13]2[O:17][N:16]=[C:15]([CH2:18][O:19][S:20]([CH3:23])(=[O:22])=[O:21])[CH:14]=2)[CH:10]=[CH:11][CH:12]=1. (4) The reactants are [CH3:1][C:2]1[C:3](=[O:27])[C:4]2[C:9]([C:10](=[O:26])[C:11]=1[CH:12]([C:14](=[O:25])[C@H](C)NC(OC(C)(C)C)=O)[NH2:13])=[CH:8][CH:7]=[CH:6][CH:5]=2.N([C:43]([O:45][C:46]([CH3:49])([CH3:48])[CH3:47])=[O:44])[C@@H](C(O)=O)CC1C2C(=CC=CC=2)NC=1.CN(C(ON1N=[N:65][C:60]2[CH:61]=[CH:62][CH:63]=[CH:64][C:59]1=2)=[N+](C)C)C.F[P-](F)(F)(F)(F)F.C1[CH:75]=[CH:76][C:77]2N(O)N=[N:80][C:78]=2C=1.[CH3:84]CN(C(C)C)C(C)C. The catalyst is C(Cl)Cl. The product is [CH3:84][C:1]1[C:10](=[O:26])[C:9]2[C:4]([C:3](=[O:27])[C:2]=1[CH2:11][CH:12]([C:14](=[O:25])[C@@H:78]([CH2:77][C:76]1[C:59]3[C:60](=[CH:61][CH:62]=[CH:63][CH:64]=3)[N:65]([C:43]([O:45][C:46]([CH3:47])([CH3:49])[CH3:48])=[O:44])[CH:75]=1)[NH2:80])[NH2:13])=[CH:5][CH:6]=[CH:7][CH:8]=2. The yield is 0.700. (5) The catalyst is O1CCOCC1. The product is [O:12]=[C:6]1[CH:7]=[CH:8][C:9]2[CH:10]=[CH:11][C:2](=[O:1])[N:3]3[C@H:14]([CH2:15][N:16]4[CH2:17][CH2:18][CH:19]([NH:22][C:23](=[O:29])[O:24][C:25]([CH3:27])([CH3:26])[CH3:28])[CH2:20][CH2:21]4)[CH2:13][N:5]1[C:4]=23. The reactants are [O:1]=[C:2]1[CH:11]=[CH:10][C:9]2[CH2:8][CH2:7][C:6](=[O:12])[N:5]3[CH2:13][C@@H:14]([CH2:15][N:16]4[CH2:21][CH2:20][CH:19]([NH:22][C:23](=[O:29])[O:24][C:25]([CH3:28])([CH3:27])[CH3:26])[CH2:18][CH2:17]4)[N:3]1[C:4]=23.C(C1C(=O)C(Cl)=C(Cl)C(=O)C=1C#N)#N.C([O-])([O-])=O.[K+].[K+].C(=O)([O-])N. The yield is 0.180. (6) The reactants are [Cl:1][C:2]1[CH:18]=[CH:17][C:5]2[CH2:6][CH2:7][N:8]([C:11](=[O:16])[C:12]([F:15])([F:14])[F:13])[CH2:9][CH2:10][C:4]=2[C:3]=1OS(C(F)(F)F)(=O)=O.[F:27][C:28]([F:41])([F:40])[CH:29]([CH3:39])[O:30][C:31]1[CH:38]=[CH:37][C:34]([CH2:35][NH2:36])=[CH:33][CH:32]=1. The catalyst is C1(C)C=CC=CC=1. The product is [Cl:1][C:2]1[CH:18]=[CH:17][C:5]2[CH2:6][CH2:7][N:8]([C:11](=[O:16])[C:12]([F:15])([F:14])[F:13])[CH2:9][CH2:10][C:4]=2[C:3]=1[NH:36][CH2:35][C:34]1[CH:37]=[CH:38][C:31]([O:30][CH:29]([CH3:39])[C:28]([F:27])([F:40])[F:41])=[CH:32][CH:33]=1. The yield is 0.900. (7) The reactants are [F:1][C:2]1([F:58])[CH2:7][CH2:6][CH:5]([C:8]2[C:17]3[CH:16]([O:18]CC4C=CC(OC)=CC=4)[CH2:15][C:14]([CH3:29])([CH3:28])[CH2:13][C:12]=3[N:11]=[C:10]([CH:30]3[CH2:35][CH2:34][N:33]([C:36]4[N:41]=[CH:40][C:39]([CH2:42][O:43][CH2:44][CH3:45])=[CH:38][N:37]=4)[CH2:32][CH2:31]3)[C:9]=2[CH:46]([F:57])[C:47]2[CH:52]=[CH:51][C:50]([C:53]([F:56])([F:55])[F:54])=[CH:49][CH:48]=2)[CH2:4][CH2:3]1.C1(OC)C=CC=CC=1.FC(F)(F)C(O)=O.C(=O)([O-])O.[Na+]. The catalyst is ClCCl. The product is [F:58][C:2]1([F:1])[CH2:3][CH2:4][CH:5]([C:8]2[C:17]3[CH:16]([OH:18])[CH2:15][C:14]([CH3:28])([CH3:29])[CH2:13][C:12]=3[N:11]=[C:10]([CH:30]3[CH2:35][CH2:34][N:33]([C:36]4[N:41]=[CH:40][C:39]([CH2:42][O:43][CH2:44][CH3:45])=[CH:38][N:37]=4)[CH2:32][CH2:31]3)[C:9]=2[CH:46]([F:57])[C:47]2[CH:48]=[CH:49][C:50]([C:53]([F:54])([F:56])[F:55])=[CH:51][CH:52]=2)[CH2:6][CH2:7]1. The yield is 0.580.